Dataset: Forward reaction prediction with 1.9M reactions from USPTO patents (1976-2016). Task: Predict the product of the given reaction. (1) Given the reactants C(OC([C:6]1[C:7]([N:15]2[CH2:20][CH2:19][C:18]([NH2:29])([CH2:21][C:22]3[CH:27]=[CH:26][C:25]([Cl:28])=[CH:24][CH:23]=3)[CH2:17][CH2:16]2)=[C:8]2[CH:14]=[N:13][NH:12][C:9]2=[N:10][CH:11]=1)=O)C.O, predict the reaction product. The product is: [Cl:28][C:25]1[CH:26]=[CH:27][C:22]([CH2:21][C:18]2([NH2:29])[CH2:19][CH2:20][N:15]([C:7]3[CH:6]=[CH:11][N:10]=[C:9]4[NH:12][N:13]=[CH:14][C:8]=34)[CH2:16][CH2:17]2)=[CH:23][CH:24]=1. (2) The product is: [ClH:26].[NH2:1][C@@H:2]([C:13]([NH2:15])=[O:14])[CH2:3][C:4]1[C:12]2[C:7](=[CH:8][CH:9]=[CH:10][CH:11]=2)[NH:6][CH:5]=1. Given the reactants [NH:1](C(OCC1C=CC=CC=1)=O)[C@@H:2]([C:13]([NH2:15])=[O:14])[CH2:3][C:4]1[C:12]2[C:7](=[CH:8][CH:9]=[CH:10][CH:11]=2)[NH:6][CH:5]=1.[ClH:26].O, predict the reaction product. (3) Given the reactants C#CCCCCC#C.BrCCCCOC1CCCCO1.[CH2:21]([O:36][CH:37]1[CH2:42][CH2:41][CH2:40][CH2:39][O:38]1)[CH2:22][CH2:23][CH2:24][C:25]#[C:26][CH2:27][CH2:28][CH2:29][CH2:30][CH2:31][CH2:32]CC#C, predict the reaction product. The product is: [CH2:21]([O:36][CH:37]1[CH2:42][CH2:41][CH2:40][CH2:39][O:38]1)[CH2:22][CH2:23][CH2:24][C:25]#[C:26][CH2:27][CH2:28][CH2:29][CH2:30][C:31]#[CH:32]. (4) The product is: [C:17]1(=[CH:11][C:12]([O:14][CH2:15][CH3:16])=[O:13])[CH2:24][CH2:23][CH2:22][CH2:21][CH2:20][CH2:19][CH2:18]1. Given the reactants [H-].[Na+].C(OP([CH2:11][C:12]([O:14][CH2:15][CH3:16])=[O:13])(OCC)=O)C.[C:17]1(=O)[CH2:24][CH2:23][CH2:22][CH2:21][CH2:20][CH2:19][CH2:18]1.Cl, predict the reaction product.